From a dataset of Peptide-MHC class II binding affinity with 134,281 pairs from IEDB. Regression. Given a peptide amino acid sequence and an MHC pseudo amino acid sequence, predict their binding affinity value. This is MHC class II binding data. (1) The peptide sequence is TSLNFLGGSPVCLGQ. The MHC is DRB1_0301 with pseudo-sequence DRB1_0301. The binding affinity (normalized) is 0. (2) The MHC is HLA-DPA10201-DPB10101 with pseudo-sequence HLA-DPA10201-DPB10101. The binding affinity (normalized) is 0.915. The peptide sequence is EKKYFAAEQFEPLAA. (3) The peptide sequence is ESWGAVWRIDTPDKL. The MHC is DRB1_1302 with pseudo-sequence DRB1_1302. The binding affinity (normalized) is 0.493.